From a dataset of Reaction yield outcomes from USPTO patents with 853,638 reactions. Predict the reaction yield, written as a fraction of the theoretical maximum amount of product (1.0 means a 100% yield; for example, 0.34 means a 34% yield). The reactants are [CH3:1][C:2]1[CH:3]=[C:4]([C:8]([C:10]2[N:15]=[CH:14][CH:13]=[CH:12][N:11]=2)=O)[O:5][C:6]=1[CH3:7].[NH3:16]. The catalyst is CO. The product is [CH3:1][C:2]1[CH:3]=[C:4]([OH:5])[C:8]([C:10]2[N:15]=[CH:14][CH:13]=[CH:12][N:11]=2)=[N:16][C:6]=1[CH3:7]. The yield is 0.590.